This data is from Catalyst prediction with 721,799 reactions and 888 catalyst types from USPTO. The task is: Predict which catalyst facilitates the given reaction. (1) Reactant: C(=O)([O-])[O-].[Cs+].[Cs+].[OH:7][C:8]1[CH:17]=[CH:16][C:15]2[N:14]=[C:13]([NH2:18])[C:12]3[N:19]=[C:20]([CH2:25][O:26][CH3:27])[N:21]([CH2:22][CH2:23][CH3:24])[C:11]=3[C:10]=2[CH:9]=1.Br[CH2:29][CH2:30][CH2:31][Cl:32].CN(C)C=O. Product: [Cl:32][CH2:31][CH2:30][CH2:29][O:7][C:8]1[CH:17]=[CH:16][C:15]2[N:14]=[C:13]([NH2:18])[C:12]3[N:19]=[C:20]([CH2:25][O:26][CH3:27])[N:21]([CH2:22][CH2:23][CH3:24])[C:11]=3[C:10]=2[CH:9]=1. The catalyst class is: 170. (2) Reactant: [NH2:1][C@@H:2]([CH3:19])[CH2:3][N:4]1[CH:8]=[CH:7][C:6]([C:9]2[CH:16]=[C:15]([F:17])[C:12]([C:13]#[N:14])=[C:11]([F:18])[CH:10]=2)=[N:5]1.[CH:20]([C:23]1[N:27]=[C:26]([C:28](O)=[O:29])[O:25][N:24]=1)([CH3:22])[CH3:21].C1C=CC2N(O)N=NC=2C=1.CCN(C(C)C)C(C)C.CCN=C=NCCCN(C)C. Product: [C:13]([C:12]1[C:11]([F:18])=[CH:10][C:9]([C:6]2[CH:7]=[CH:8][N:4]([CH2:3][C@@H:2]([NH:1][C:28]([C:26]3[O:25][N:24]=[C:23]([CH:20]([CH3:22])[CH3:21])[N:27]=3)=[O:29])[CH3:19])[N:5]=2)=[CH:16][C:15]=1[F:17])#[N:14]. The catalyst class is: 3. (3) Reactant: F[C:2]1[CH:7]=[CH:6][CH:5]=[C:4]([F:8])[C:3]=1[C:9](=[O:13])[CH2:10][CH2:11][CH3:12].[CH2:14]([NH2:21])[C:15]1[CH:20]=[CH:19][CH:18]=[CH:17][CH:16]=1.C(=O)([O-])[O-].[K+].[K+].O. Product: [F:8][C:4]1[CH:5]=[CH:6][CH:7]=[C:2]([NH:21][CH2:14][C:15]2[CH:20]=[CH:19][CH:18]=[CH:17][CH:16]=2)[C:3]=1[C:9](=[O:13])[CH2:10][CH2:11][CH3:12]. The catalyst class is: 3. (4) Reactant: Cl[CH2:2][C:3]1[S:4][CH:5]=[C:6]([C:8]([NH:10][C:11]2[CH:19]=[C:18]([C:20]3[CH:25]=[CH:24][N:23]=[C:22]4[N:26](S(C5C=CC=CC=5)(=O)=O)[CH:27]=[CH:28][C:21]=34)[CH:17]=[C:16]3[C:12]=2[CH:13]=[N:14][N:15]3S(C2C=CC=CC=2)(=O)=O)=[O:9])[N:7]=1.[NH:47]1[CH2:52][CH2:51][O:50][CH2:49][CH2:48]1.C(O)(C)C.[OH-].[Na+]. Product: [N:47]1([CH2:2][C:3]2[S:4][CH:5]=[C:6]([C:8]([NH:10][C:11]3[CH:19]=[C:18]([C:20]4[CH:25]=[CH:24][N:23]=[C:22]5[NH:26][CH:27]=[CH:28][C:21]=45)[CH:17]=[C:16]4[C:12]=3[CH:13]=[N:14][NH:15]4)=[O:9])[N:7]=2)[CH2:52][CH2:51][O:50][CH2:49][CH2:48]1. The catalyst class is: 16. (5) Reactant: [NH2:1][C:2]1[N:7]=[CH:6][N:5]=[C:4]2[N:8]([CH:26]([C:28]3[O:29][C:30](=[O:53])[C:31]4[C:36]([C:37]=3[C:38]3[CH:43]=[CH:42][CH:41]=[C:40]([CH:44]5OC(C)(C)C(C)(C)[O:45]5)[CH:39]=3)=[CH:35][CH:34]=[CH:33][CH:32]=4)[CH3:27])[N:9]=[C:10]([C:11]3[CH:16]=[C:15]([F:17])[CH:14]=[C:13]([O:18][CH2:19][C:20]4[CH:25]=[CH:24][CH:23]=[CH:22][CH:21]=4)[CH:12]=3)[C:3]=12.Cl.C(Cl)Cl.O. Product: [NH2:1][C:2]1[N:7]=[CH:6][N:5]=[C:4]2[N:8]([CH:26]([C:28]3[O:29][C:30](=[O:53])[C:31]4[C:36]([C:37]=3[C:38]3[CH:39]=[C:40]([CH:41]=[CH:42][CH:43]=3)[CH:44]=[O:45])=[CH:35][CH:34]=[CH:33][CH:32]=4)[CH3:27])[N:9]=[C:10]([C:11]3[CH:16]=[C:15]([F:17])[CH:14]=[C:13]([O:18][CH2:19][C:20]4[CH:21]=[CH:22][CH:23]=[CH:24][CH:25]=4)[CH:12]=3)[C:3]=12. The catalyst class is: 23.